This data is from Full USPTO retrosynthesis dataset with 1.9M reactions from patents (1976-2016). The task is: Predict the reactants needed to synthesize the given product. (1) Given the product [Cl:1][C:2]1[N:7]=[C:6]([NH:10][C:11]2[CH:16]=[C:15]([CH3:17])[CH:14]=[CH:13][N:12]=2)[C:5]([F:9])=[CH:4][N:3]=1, predict the reactants needed to synthesize it. The reactants are: [Cl:1][C:2]1[N:7]=[C:6](Cl)[C:5]([F:9])=[CH:4][N:3]=1.[NH2:10][C:11]1[CH:16]=[C:15]([CH3:17])[CH:14]=[CH:13][N:12]=1. (2) Given the product [C:29]([N:32]1[C:40]2[C:35](=[CH:36][CH:37]=[CH:38][CH:39]=2)[C:34]([CH2:41][NH:24][C:20]2[CH:21]=[CH:22][CH:23]=[C:18]([C:17]3[C:16]4[C:11](=[C:12]([C:25]([F:28])([F:26])[F:27])[CH:13]=[CH:14][CH:15]=4)[N:10]=[CH:9][C:8]=3[CH2:1][C:2]3[CH:3]=[CH:4][CH:5]=[CH:6][CH:7]=3)[CH:19]=2)=[CH:33]1)(=[O:31])[CH3:30], predict the reactants needed to synthesize it. The reactants are: [CH2:1]([C:8]1[CH:9]=[N:10][C:11]2[C:16]([C:17]=1[C:18]1[CH:19]=[C:20]([NH2:24])[CH:21]=[CH:22][CH:23]=1)=[CH:15][CH:14]=[CH:13][C:12]=2[C:25]([F:28])([F:27])[F:26])[C:2]1[CH:7]=[CH:6][CH:5]=[CH:4][CH:3]=1.[C:29]([N:32]1[C:40]2[C:35](=[CH:36][CH:37]=[CH:38][CH:39]=2)[C:34]([CH:41]=O)=[CH:33]1)(=[O:31])[CH3:30]. (3) Given the product [Br:22][C:23]1[CH:24]=[CH:25][C:26]([N:5]([CH2:1][CH:2]([CH3:4])[CH3:3])[CH2:6][CH2:7][CH2:8][C:16]([OH:17])=[O:19])=[C:27]([CH:28]=[O:29])[CH:30]=1, predict the reactants needed to synthesize it. The reactants are: [CH2:1]([N:5]1C[CH2:8][CH2:7][C:6]1=O)[CH:2]([CH3:4])[CH3:3].CS(O)(=O)=O.[C:16](=[O:19])([O-])[O-:17].[Na+].[Na+].[Br:22][C:23]1[CH:24]=[CH:25][C:26](F)=[C:27]([CH:30]=1)[CH:28]=[O:29].Cl.